Dataset: Peptide-MHC class I binding affinity with 185,985 pairs from IEDB/IMGT. Task: Regression. Given a peptide amino acid sequence and an MHC pseudo amino acid sequence, predict their binding affinity value. This is MHC class I binding data. (1) The peptide sequence is TNNTDKINLT. The MHC is Mamu-B08 with pseudo-sequence Mamu-B08. The binding affinity (normalized) is 0. (2) The peptide sequence is YTVKFPNLI. The MHC is HLA-A30:01 with pseudo-sequence HLA-A30:01. The binding affinity (normalized) is 0.458. (3) The peptide sequence is CSEFIRIIR. The MHC is HLA-A11:01 with pseudo-sequence HLA-A11:01. The binding affinity (normalized) is 0.315. (4) The peptide sequence is RLHGLEAFSL. The MHC is HLA-A02:03 with pseudo-sequence HLA-A02:03. The binding affinity (normalized) is 0.408. (5) The peptide sequence is LAYSLGLFI. The MHC is HLA-B15:01 with pseudo-sequence HLA-B15:01. The binding affinity (normalized) is 0.203. (6) The peptide sequence is ITYRFYLI. The MHC is H-2-Kb with pseudo-sequence H-2-Kb. The binding affinity (normalized) is 0.590. (7) The peptide sequence is FLIVSLCPT. The MHC is HLA-B07:02 with pseudo-sequence HLA-B07:02. The binding affinity (normalized) is 0.132.